From a dataset of Forward reaction prediction with 1.9M reactions from USPTO patents (1976-2016). Predict the product of the given reaction. Given the reactants [CH2:1]1[C:8]2[C:7]3[CH:9]=[C:10]([NH2:13])[CH:11]=[CH:12][C:6]=3[O:5][C:4]=2[CH2:3][CH2:2]1.[C:14]([CH2:18][C:19](Cl)=[O:20])([CH3:17])([CH3:16])[CH3:15], predict the reaction product. The product is: [CH2:1]1[C:8]2[C:7]3[CH:9]=[C:10]([NH:13][C:19](=[O:20])[CH2:18][C:14]([CH3:17])([CH3:16])[CH3:15])[CH:11]=[CH:12][C:6]=3[O:5][C:4]=2[CH2:3][CH2:2]1.